This data is from NCI-60 drug combinations with 297,098 pairs across 59 cell lines. The task is: Regression. Given two drug SMILES strings and cell line genomic features, predict the synergy score measuring deviation from expected non-interaction effect. Drug 1: CN1C(=O)N2C=NC(=C2N=N1)C(=O)N. Drug 2: CC1CCCC2(C(O2)CC(NC(=O)CC(C(C(=O)C(C1O)C)(C)C)O)C(=CC3=CSC(=N3)C)C)C. Cell line: UO-31. Synergy scores: CSS=32.9, Synergy_ZIP=-4.22, Synergy_Bliss=-0.717, Synergy_Loewe=-46.0, Synergy_HSA=-6.24.